This data is from Full USPTO retrosynthesis dataset with 1.9M reactions from patents (1976-2016). The task is: Predict the reactants needed to synthesize the given product. (1) Given the product [ClH:17].[Cl:17][C:15]1[CH:14]=[CH:13][C:12]2[NH:8][C:9]([C:18]3[CH:23]=[C:22]([N:24]4[CH2:25][CH2:26][CH:27]([C:30]([OH:32])=[O:31])[CH2:28][CH2:29]4)[CH:21]=[CH:20][C:19]=3[F:35])=[N:10][C:11]=2[CH:16]=1, predict the reactants needed to synthesize it. The reactants are: C(OC([N:8]1[C:12]2[CH:13]=[CH:14][C:15]([Cl:17])=[CH:16][C:11]=2[N:10]=[C:9]1[C:18]1[CH:23]=[C:22]([N:24]2[CH2:29][CH2:28][CH:27]([C:30]([O:32]CC)=[O:31])[CH2:26][CH2:25]2)[CH:21]=[CH:20][C:19]=1[F:35])=O)(C)(C)C. (2) The reactants are: [OH:1][C:2]1[CH:6]=[C:5]([C:7]([O:9][CH3:10])=[O:8])[N:4]([CH3:11])[N:3]=1.I[CH2:13][CH3:14].C(=O)([O-])[O-].[K+].[K+]. Given the product [CH2:13]([O:1][C:2]1[CH:6]=[C:5]([C:7]([O:9][CH3:10])=[O:8])[N:4]([CH3:11])[N:3]=1)[CH3:14], predict the reactants needed to synthesize it. (3) Given the product [CH2:1]([O:3][C:4]([C:6]1[O:14][C:13]2[C:12]([F:15])=[CH:11][N:10]=[CH:9][C:8]=2[C:7]=1[NH:16][C:18]1[CH:23]=[CH:22][C:21]([S:24][CH3:25])=[CH:20][C:19]=1[F:26])=[O:5])[CH3:2], predict the reactants needed to synthesize it. The reactants are: [CH2:1]([O:3][C:4]([C:6]1[O:14][C:13]2[C:12]([F:15])=[CH:11][N:10]=[CH:9][C:8]=2[C:7]=1[NH2:16])=[O:5])[CH3:2].Br[C:18]1[CH:23]=[CH:22][C:21]([S:24][CH3:25])=[CH:20][C:19]=1[F:26].CC1(C)C2C(=C(P(C3C=CC=CC=3)C3C=CC=CC=3)C=CC=2)OC2C(P(C3C=CC=CC=3)C3C=CC=CC=3)=CC=CC1=2.[O-]P([O-])([O-])=O.[K+].[K+].[K+].